This data is from Forward reaction prediction with 1.9M reactions from USPTO patents (1976-2016). The task is: Predict the product of the given reaction. (1) Given the reactants C(=O)([O-])[O-].[K+].[K+].Cl[CH2:8][C:9]([N:11]([CH3:13])[CH3:12])=[O:10].[CH3:14][O:15][C:16](=[O:45])[N:17]=[C:18]([S:43][CH3:44])[C:19]([C:33]1[CH:38]=[C:37]([CH2:39][CH3:40])[CH:36]=[C:35]([OH:41])[C:34]=1[F:42])=[N:20][C:21]1[CH:26]=[CH:25][C:24]([C:27]2[N:31]=[C:30]([CH3:32])[O:29][N:28]=2)=[CH:23][CH:22]=1.C(OCC)(=O)C, predict the reaction product. The product is: [CH3:14][O:15][C:16](=[O:45])[N:17]=[C:18]([S:43][CH3:44])[C:19]([C:33]1[CH:38]=[C:37]([CH2:39][CH3:40])[CH:36]=[C:35]([O:41][CH2:8][C:9](=[O:10])[N:11]([CH3:13])[CH3:12])[C:34]=1[F:42])=[N:20][C:21]1[CH:26]=[CH:25][C:24]([C:27]2[N:31]=[C:30]([CH3:32])[O:29][N:28]=2)=[CH:23][CH:22]=1. (2) Given the reactants C[O:2][C:3]([C@H:5]1[CH2:9][C@@H:8]([NH:10][C:11](=[O:17])[O:12][C:13]([CH3:16])([CH3:15])[CH3:14])[C@@H:7]([OH:18])[CH2:6]1)=[O:4].[OH-].[Na+], predict the reaction product. The product is: [C:5]([C@@:5]1([C:3]([OH:2])=[O:4])[CH2:6][C@H:7]([OH:18])[C@H:8]([NH:10][C:11]([O:12][C:13]([CH3:16])([CH3:15])[CH3:14])=[O:17])[CH2:9]1)([CH3:9])([CH3:6])[CH3:3]. (3) Given the reactants Br[C:2]1[N:7]=[CH:6][C:5]([C:8]([N:10]2[CH2:15][CH2:14][N:13]([C:16]3[C:21]([CH3:22])=[CH:20][C:19]([CH2:23][CH3:24])=[CH:18][N:17]=3)[CH2:12][CH2:11]2)=[O:9])=[CH:4][CH:3]=1.[CH3:25][C@@H:26]1[CH2:30][O:29][C:28](=[O:31])[NH:27]1, predict the reaction product. The product is: [CH2:23]([C:19]1[CH:20]=[C:21]([CH3:22])[C:16]([N:13]2[CH2:14][CH2:15][N:10]([C:8]([C:5]3[CH:4]=[CH:3][C:2]([N:27]4[C@H:26]([CH3:25])[CH2:30][O:29][C:28]4=[O:31])=[N:7][CH:6]=3)=[O:9])[CH2:11][CH2:12]2)=[N:17][CH:18]=1)[CH3:24]. (4) The product is: [C:6]([C:7]1[CH:16]=[CH:15][C:14]2[C:9](=[CH:10][C:11]([C:17]#[CH:18])=[CH:12][CH:13]=2)[CH:8]=1)#[CH:5]. Given the reactants C[Si]([C:5]#[C:6][C:7]1[CH:16]=[CH:15][C:14]2[C:9](=[CH:10][C:11]([C:17]#[C:18][Si](C)(C)C)=[CH:12][CH:13]=2)[CH:8]=1)(C)C.[F-].[K+].C(OCC)(=O)C, predict the reaction product.